Dataset: Catalyst prediction with 721,799 reactions and 888 catalyst types from USPTO. Task: Predict which catalyst facilitates the given reaction. (1) Reactant: [C:1]([C:5]1[CH:6]=[C:7]([NH:17][C:18](OC2C=CC=CC=2)=[O:19])[C:8]([O:15][CH3:16])=[C:9]([CH:14]=1)[C:10]([O:12][CH3:13])=[O:11])([CH3:4])([CH3:3])[CH3:2].[NH2:27][C:28]1[C:37]2[C:32](=[CH:33][CH:34]=[CH:35][CH:36]=2)[C:31]([O:38][C:39]2[CH:44]=[CH:43][N:42]=[C:41]([NH:45][C:46]3[CH:63]=[CH:62][C:49]([C:50]([NH:52][CH2:53][CH2:54][N:55]4[CH2:60][CH2:59][S:58](=[O:61])[CH2:57][CH2:56]4)=[O:51])=[C:48]([O:64][CH3:65])[CH:47]=3)[CH:40]=2)=[CH:30][CH:29]=1. Product: [C:1]([C:5]1[CH:6]=[C:7]([NH:17][C:18]([NH:27][C:28]2[C:37]3[C:32](=[CH:33][CH:34]=[CH:35][CH:36]=3)[C:31]([O:38][C:39]3[CH:44]=[CH:43][N:42]=[C:41]([NH:45][C:46]4[CH:63]=[CH:62][C:49]([C:50](=[O:51])[NH:52][CH2:53][CH2:54][N:55]5[CH2:60][CH2:59][S:58](=[O:61])[CH2:57][CH2:56]5)=[C:48]([O:64][CH3:65])[CH:47]=4)[CH:40]=3)=[CH:30][CH:29]=2)=[O:19])[C:8]([O:15][CH3:16])=[C:9]([CH:14]=1)[C:10]([O:12][CH3:13])=[O:11])([CH3:3])([CH3:2])[CH3:4]. The catalyst class is: 1. (2) Reactant: Br.[F:2][CH:3]1[CH2:8][CH2:7][NH:6][CH2:5][CH2:4]1.[Cl:9][C:10]1[CH:11]=[C:12]([NH:17][C:18]2[C:27]3[C:22](=[CH:23][C:24]([O:35][CH3:36])=[C:25]([NH:28][C:29](=[O:34])[CH:30]=[CH:31][CH2:32]Cl)[CH:26]=3)[N:21]=[CH:20][N:19]=2)[CH:13]=[CH:14][C:15]=1[F:16].CCN(C(C)C)C(C)C. Product: [Cl:9][C:10]1[CH:11]=[C:12]([NH:17][C:18]2[C:27]3[C:22](=[CH:23][C:24]([O:35][CH3:36])=[C:25]([NH:28][C:29](=[O:34])[CH:30]=[CH:31][CH2:32][N:6]4[CH2:7][CH2:8][CH:3]([F:2])[CH2:4][CH2:5]4)[CH:26]=3)[N:21]=[CH:20][N:19]=2)[CH:13]=[CH:14][C:15]=1[F:16]. The catalyst class is: 56. (3) Reactant: [NH2:1][C:2]1[CH:7]=[C:6]([Br:8])[CH:5]=[C:4]([CH3:9])[C:3]=1[NH:10][C:11](=[O:17])[CH2:12][C:13]([CH3:16])([CH3:15])[CH3:14].C(N(CC)C(C)C)(C)C.Br[CH2:28][CH2:29][O:30][CH2:31][CH2:32]Br.C(=O)(O)[O-].[Na+]. Product: [Br:8][C:6]1[CH:7]=[C:2]([N:1]2[CH2:32][CH2:31][O:30][CH2:29][CH2:28]2)[C:3]([NH:10][C:11](=[O:17])[CH2:12][C:13]([CH3:14])([CH3:16])[CH3:15])=[C:4]([CH3:9])[CH:5]=1. The catalyst class is: 9. (4) Reactant: CS(C)=O.[C:5](Cl)(=[O:9])[C:6](Cl)=O.[C:11](CNCCO)([C:24]1[CH:29]=[CH:28][CH:27]=[CH:26][CH:25]=1)([C:18]1[CH:23]=[CH:22][CH:21]=[CH:20][CH:19]=1)[C:12]1[CH:17]=[CH:16][CH:15]=[CH:14][CH:13]=1.[CH2:35]([N:37](CC)CC)C. Product: [CH3:35][N:37]([CH2:6][CH:5]=[O:9])[C:11]([C:12]1[CH:17]=[CH:16][CH:15]=[CH:14][CH:13]=1)([C:24]1[CH:25]=[CH:26][CH:27]=[CH:28][CH:29]=1)[C:18]1[CH:23]=[CH:22][CH:21]=[CH:20][CH:19]=1. The catalyst class is: 2. (5) The catalyst class is: 1. Product: [CH3:1][O:2][C:3]([C:5]1[CH:9]=[C:8]([N:10]([C:11](=[O:19])[C:12]2[CH:17]=[CH:16][CH:15]=[CH:14][C:13]=2[Cl:18])[CH3:28])[NH:7][N:6]=1)=[O:4]. Reactant: [CH3:1][O:2][C:3]([C:5]1[CH:9]=[C:8]([NH:10][C:11](=[O:19])[C:12]2[CH:17]=[CH:16][CH:15]=[CH:14][C:13]=2[Cl:18])[N:7](C(OC(C)(C)C)=O)[N:6]=1)=[O:4].[Li][CH2:28]CCC.CI. (6) Reactant: [CH:1]1([N:7]2[C:13]3[CH:14]=[CH:15][CH:16]=[CH:17][C:12]=3[N:11]([CH2:18][C:19](=[O:24])[C:20]([CH3:23])([CH3:22])[CH3:21])[C:10](=[O:25])[N:9]([CH2:26][C:27](O)=[O:28])[C:8]2=[O:30])[CH2:6][CH2:5][CH2:4][CH2:3][CH2:2]1.[CH3:31][C:32]1[S:33][CH:34]=[C:35]([C:37]2[CH:38]=[C:39]([NH2:43])[CH:40]=[CH:41][CH:42]=2)[N:36]=1. Product: [CH:1]1([N:7]2[C:13]3[CH:14]=[CH:15][CH:16]=[CH:17][C:12]=3[N:11]([CH2:18][C:19](=[O:24])[C:20]([CH3:23])([CH3:21])[CH3:22])[C:10](=[O:25])[N:9]([CH2:26][C:27]([NH:43][C:39]3[CH:40]=[CH:41][CH:42]=[C:37]([C:35]4[N:36]=[C:32]([CH3:31])[S:33][CH:34]=4)[CH:38]=3)=[O:28])[C:8]2=[O:30])[CH2:2][CH2:3][CH2:4][CH2:5][CH2:6]1. The catalyst class is: 2. (7) Reactant: [NH2:1][C:2]1[C:7]2=[C:8]([C:15]3[CH:20]=[CH:19][C:18]([N+:21]([O-])=O)=[CH:17][CH:16]=3)[C:9]([C:11]([NH:13][CH3:14])=[O:12])=[CH:10][N:6]2[N:5]=[CH:4][N:3]=1.[C:24]([C:28]1[CH:33]=[CH:32][N:31]=[C:30]([NH:34][C:35](=O)[O:36]C2C=CC=CC=2)[CH:29]=1)([CH3:27])([CH3:26])[CH3:25].C(N(CC)CC)C. Product: [NH2:1][C:2]1[C:7]2=[C:8]([C:15]3[CH:20]=[CH:19][C:18]([NH:21][C:35]([NH:34][C:30]4[CH:29]=[C:28]([C:24]([CH3:27])([CH3:26])[CH3:25])[CH:33]=[CH:32][N:31]=4)=[O:36])=[CH:17][CH:16]=3)[C:9]([C:11]([NH:13][CH3:14])=[O:12])=[CH:10][N:6]2[N:5]=[CH:4][N:3]=1. The catalyst class is: 3. (8) Reactant: [CH2:1]([O:3][C:4]([C:6]1[NH:7][C:8]2[C:13]([CH:14]=1)=[C:12]([OH:15])[CH:11]=[CH:10][CH:9]=2)=[O:5])[CH3:2].F[C:17]1[CH:22]=[CH:21][CH:20]=[CH:19][C:18]=1[N+:23]([O-:25])=[O:24].C(=O)([O-])[O-].[K+].[K+]. Product: [CH2:1]([O:3][C:4]([C:6]1[NH:7][C:8]2[C:13]([CH:14]=1)=[C:12]([O:15][C:17]1[CH:22]=[CH:21][CH:20]=[CH:19][C:18]=1[N+:23]([O-:25])=[O:24])[CH:11]=[CH:10][CH:9]=2)=[O:5])[CH3:2]. The catalyst class is: 9. (9) Reactant: [O:1]=[C:2]1[N:6]([CH:7]2[CH2:12][CH2:11][N:10]([C:13](OC(C)(C)C)=O)[CH2:9][CH2:8]2)[C:5]2[CH:20]=[CH:21][C:22]([C:24]3[NH:28][N:27]=[N:26][N:25]=3)=[CH:23][C:4]=2[NH:3]1.FC(F)(F)C(O)=O.C(N(CC)CC)C.[CH:43]1[C:48]([C:49](CBr)=[O:50])=[CH:47][CH:46]=[C:45]([Cl:53])[CH:44]=1. Product: [Cl:53][C:45]1[CH:46]=[CH:47][C:48]([C:49](=[O:50])[CH2:13][N:10]2[CH2:9][CH2:8][CH:7]([N:6]3[C:5]4[CH:20]=[CH:21][C:22]([C:24]5[NH:25][N:26]=[N:27][N:28]=5)=[CH:23][C:4]=4[NH:3][C:2]3=[O:1])[CH2:12][CH2:11]2)=[CH:43][CH:44]=1. The catalyst class is: 120. (10) Reactant: C([O:8][C:9]1[CH:14]=[C:13](/[CH:15]=[CH:16]/[N+]([O-])=O)[C:12]([N+:20]([O-])=O)=[CH:11][C:10]=1[O:23][CH2:24][CH2:25][CH2:26][O:27][CH3:28])C1C=CC=CC=1. Product: [CH3:28][O:27][CH2:26][CH2:25][CH2:24][O:23][C:10]1[CH:11]=[C:12]2[C:13]([CH:15]=[CH:16][NH:20]2)=[CH:14][C:9]=1[OH:8]. The catalyst class is: 129.